From a dataset of Reaction yield outcomes from USPTO patents with 853,638 reactions. Predict the reaction yield, written as a fraction of the theoretical maximum amount of product (1.0 means a 100% yield; for example, 0.34 means a 34% yield). (1) The yield is 0.740. The product is [C:1]([O:5][C:6](=[O:14])[N:7]([CH2:9][CH2:10][CH2:11][CH2:12][NH:13][CH2:22][C:17]1[C:16]([F:15])=[CH:21][CH:20]=[CH:19][N:18]=1)[CH3:8])([CH3:4])([CH3:2])[CH3:3]. The catalyst is CO. The reactants are [C:1]([O:5][C:6](=[O:14])[N:7]([CH2:9][CH2:10][CH2:11][CH2:12][NH2:13])[CH3:8])([CH3:4])([CH3:3])[CH3:2].[F:15][C:16]1[C:17]([CH:22]=O)=[N:18][CH:19]=[CH:20][CH:21]=1.C([O-])([O-])=O.[K+].[K+].[BH4-].[Na+].C([O-])(O)=O.[Na+]. (2) The reactants are [Cl:1][C:2]1[CH:3]=[C:4]([C:10]2[O:14][C:13]([C:15]([O:17]CC)=O)=[N:12][N:11]=2)[CH:5]=[C:6]([Cl:9])[C:7]=1[OH:8].[O:20]([C:27]1[CH:34]=[CH:33][C:30]([CH2:31][NH2:32])=[CH:29][CH:28]=1)[C:21]1[CH:26]=[CH:25][CH:24]=[CH:23][CH:22]=1. The catalyst is C(O)C. The product is [Cl:9][C:6]1[CH:5]=[C:4]([C:10]2[O:14][C:13]([C:15]([NH:32][CH2:31][C:30]3[CH:33]=[CH:34][C:27]([O:20][C:21]4[CH:22]=[CH:23][CH:24]=[CH:25][CH:26]=4)=[CH:28][CH:29]=3)=[O:17])=[N:12][N:11]=2)[CH:3]=[C:2]([Cl:1])[C:7]=1[OH:8]. The yield is 0.940. (3) The reactants are [CH3:1][O:2][C:3]1[CH:4]=[C:5]2[C:10](=[CH:11][C:12]=1[O:13][CH2:14][CH:15]1[CH2:20][CH2:19][NH:18][CH2:17][CH2:16]1)[N:9]=[CH:8][N:7]=[C:6]2[O:21][C:22]1[CH:23]=[C:24]2[C:28](=[CH:29][CH:30]=1)[NH:27][C:26]([CH3:31])=[CH:25]2.[I-].[K+].Cl.Cl[CH2:36][CH2:37][N:38]1[CH2:43][CH2:42][O:41][CH2:40][CH2:39]1.C(=O)([O-])O.[Na+]. The catalyst is CO. The product is [CH3:1][O:2][C:3]1[CH:4]=[C:5]2[C:10](=[CH:11][C:12]=1[O:13][CH2:14][CH:15]1[CH2:20][CH2:19][N:18]([CH2:36][CH2:37][N:38]3[CH2:43][CH2:42][O:41][CH2:40][CH2:39]3)[CH2:17][CH2:16]1)[N:9]=[CH:8][N:7]=[C:6]2[O:21][C:22]1[CH:23]=[C:24]2[C:28](=[CH:29][CH:30]=1)[NH:27][C:26]([CH3:31])=[CH:25]2. The yield is 0.730. (4) The reactants are [C:1]([NH:4][C:5]1[C:14]([Cl:15])=[CH:13][C:8]([C:9]([O:11][CH3:12])=[O:10])=[C:7]([O:16][CH3:17])[C:6]=1[NH2:18])(=O)[CH3:2].C1(C)C=CC(S(O)(=O)=O)=CC=1. The catalyst is C1(C)C=CC=CC=1. The product is [Cl:15][C:14]1[C:5]2[NH:4][C:1]([CH3:2])=[N:18][C:6]=2[C:7]([O:16][CH3:17])=[C:8]([C:9]([O:11][CH3:12])=[O:10])[CH:13]=1. The yield is 0.980.